From a dataset of Full USPTO retrosynthesis dataset with 1.9M reactions from patents (1976-2016). Predict the reactants needed to synthesize the given product. (1) Given the product [CH:1]1([S:4]([C:7]2[CH:12]=[CH:11][C:10]([C@@H:13]([CH2:17][CH:18]3[CH2:19][CH2:20][O:21][CH2:22][CH2:23]3)[C:14]([OH:16])=[O:15])=[CH:9][CH:8]=2)(=[O:6])=[O:5])[CH2:3][CH2:2]1, predict the reactants needed to synthesize it. The reactants are: [CH:1]1([S:4]([C:7]2[CH:12]=[CH:11][C:10](/[C:13](=[CH:17]\[CH:18]3[CH2:23][CH2:22][O:21][CH2:20][CH2:19]3)/[C:14]([OH:16])=[O:15])=[CH:9][CH:8]=2)(=[O:6])=[O:5])[CH2:3][CH2:2]1.N#N. (2) Given the product [C:1]([NH:4][C:5]1[C:9]([Cl:10])=[C:8]([C:21]2[CH:20]=[CH:19][CH:18]=[C:17]([NH2:16])[CH:22]=2)[S:7][C:6]=1[C:12]([O:14][CH3:15])=[O:13])(=[O:3])[CH3:2], predict the reactants needed to synthesize it. The reactants are: [C:1]([NH:4][C:5]1[C:9]([Cl:10])=[C:8](Cl)[S:7][C:6]=1[C:12]([O:14][CH3:15])=[O:13])(=[O:3])[CH3:2].[NH2:16][C:17]1[CH:18]=[C:19](B(O)O)[CH:20]=[CH:21][CH:22]=1.[F-].[K+]. (3) The reactants are: [N:1]1[CH:6]=[CH:5][CH:4]=[CH:3][C:2]=1[C:7]1[O:8][C:9]2[CH2:14][CH2:13][N:12]([C:15]3[CH:16]=[C:17]([CH:20]=[CH:21][CH:22]=3)[C:18]#[N:19])[CH2:11][C:10]=2[N:23]=1.BrC1C=C(C=C([C:33]([F:36])([F:35])[F:34])C=1)C#N. Given the product [N:1]1[CH:6]=[CH:5][CH:4]=[CH:3][C:2]=1[C:7]1[O:8][C:9]2[CH2:14][CH2:13][N:12]([C:15]3[CH:16]=[C:17]([CH:20]=[C:21]([C:33]([F:36])([F:35])[F:34])[CH:22]=3)[C:18]#[N:19])[CH2:11][C:10]=2[N:23]=1, predict the reactants needed to synthesize it. (4) Given the product [N+:33]([C:29]1[CH:28]=[C:27]([C:24]2[O:23][C:22]([C:9](=[O:8])[CH2:10][CH2:11][CH2:12][CH2:13][CH2:14][CH2:15][C:16]3[CH:17]=[CH:18][CH:19]=[CH:20][CH:21]=3)=[N:26][CH:25]=2)[CH:32]=[CH:31][CH:30]=1)([O-:35])=[O:34], predict the reactants needed to synthesize it. The reactants are: [Si]([O:8][CH:9]([C:22]1[O:23][C:24]([C:27]2[CH:32]=[CH:31][CH:30]=[C:29]([N+:33]([O-:35])=[O:34])[CH:28]=2)=[CH:25][N:26]=1)[CH2:10][CH2:11][CH2:12][CH2:13][CH2:14][CH2:15][C:16]1[CH:21]=[CH:20][CH:19]=[CH:18][CH:17]=1)(C(C)(C)C)(C)C.[Si](OC(C1OC([Sn](CCCC)(CCCC)CCCC)=CN=1)CCCCCCC1C=CC=CC=1)(C(C)(C)C)(C)C.IC1C=CC=C([N+]([O-])=O)C=1. (5) Given the product [I:11][C:8]1[CH:7]=[C:3]2[C:2](=[CH:10][CH:9]=1)[N:1]=[C:15]([OH:14])[N:16]=[C:4]2[OH:5], predict the reactants needed to synthesize it. The reactants are: [NH2:1][C:2]1[CH:10]=[CH:9][C:8]([I:11])=[CH:7][C:3]=1[C:4](O)=[O:5].[OH-].[Na+].[O-:14][C:15]#[N:16].[Na+].C(O)(=O)C. (6) Given the product [C:3]1([S:9]([CH2:12][C:13]2[C:18]([C:19]([O:21][CH3:22])=[O:20])=[C:17]([OH:23])[C:16]([C:24]3[CH:28]=[CH:27][O:26][C:25]=3[CH2:29][OH:30])=[CH:15][CH:14]=2)(=[O:11])=[O:10])[CH:4]=[CH:5][CH:6]=[CH:7][CH:8]=1, predict the reactants needed to synthesize it. The reactants are: [BH4-].[Na+].[C:3]1([S:9]([CH2:12][C:13]2[C:18]([C:19]([O:21][CH3:22])=[O:20])=[C:17]([OH:23])[C:16]([C:24]3[CH:28]=[CH:27][O:26][C:25]=3[CH:29]=[O:30])=[CH:15][CH:14]=2)(=[O:11])=[O:10])[CH:8]=[CH:7][CH:6]=[CH:5][CH:4]=1.[Cl-].[NH4+].C(OCC)(=O)C. (7) Given the product [OH:30][C@H:25]1[CH2:26][CH2:27][CH2:28][CH2:29][C@@H:24]1[N:13]1[C:12](=[O:31])[C:11]2[C:16](=[C:17]3[N:22]([CH3:23])[CH2:21][CH:20]=[CH:19][C:18]3=[C:9]([CH2:8][C:5]3[CH:6]=[N:7][C:2]([C:42]4[CH:41]=[N:40][N:39]([CH3:38])[CH:43]=4)=[CH:3][CH:4]=3)[CH:10]=2)[N:15]=[CH:14]1, predict the reactants needed to synthesize it. The reactants are: Cl[C:2]1[N:7]=[CH:6][C:5]([CH2:8][C:9]2[CH:10]=[C:11]3[C:16](=[C:17]4[N:22]([CH3:23])[CH2:21][CH:20]=[CH:19][C:18]=24)[N:15]=[CH:14][N:13]([C@H:24]2[CH2:29][CH2:28][CH2:27][CH2:26][C@@H:25]2[OH:30])[C:12]3=[O:31])=[CH:4][CH:3]=1.C(=O)([O-])[O-].[Cs+].[Cs+].[CH3:38][N:39]1[CH:43]=[C:42](B2OC(C)(C)C(C)(C)O2)[CH:41]=[N:40]1.